From a dataset of HIV replication inhibition screening data with 41,000+ compounds from the AIDS Antiviral Screen. Binary Classification. Given a drug SMILES string, predict its activity (active/inactive) in a high-throughput screening assay against a specified biological target. (1) The drug is Cc1cccc(SC[c-]2nc3ccccc3c(C)[n+]2=O)c1. The result is 1 (active). (2) The molecule is CC1=C(C)CS(=O)N(c2ccccc2)C1. The result is 0 (inactive). (3) The molecule is C(=C(Sc1ccccc1)Sc1ccccc1)C(Sc1ccccc1)c1ccccc1. The result is 0 (inactive). (4) The molecule is Cn1c(NN)nc2ccccc2c1=O. The result is 0 (inactive). (5) The drug is On1c(-c2ccccc2)c(-c2c(-c3ccccc3)n(O)c3ccccc23)c2ccccc21. The result is 0 (inactive). (6) The molecule is CC1=C(C)CC2(CCCCC2=O)S(=O)C1. The result is 0 (inactive). (7) The result is 0 (inactive). The drug is COc1cc(C2c3cc4c(cc3OC(NN=C(C)C)C2C)OCO4)cc(OC)c1O. (8) The compound is CCCC1(C)OC(=O)C(c2ccccc2)O1. The result is 0 (inactive). (9) The molecule is CN(C(=N)c1ccccc1)c1ccccc1. The result is 0 (inactive). (10) The drug is COC1C=COC2(C)Oc3c(C)c(O)c4c(O)c(c(C=NN5C(C)CN(Cc6ccc(C)cc6)CC5C)c(O)c4c3C2=O)NC(=O)C(C)=CC=CC(C)C(O)C(C)C(O)C(C)C(OC(C)=O)C1C. The result is 0 (inactive).